From a dataset of Full USPTO retrosynthesis dataset with 1.9M reactions from patents (1976-2016). Predict the reactants needed to synthesize the given product. (1) Given the product [CH2:25]([O:32][C@@H:33]1[C@@H:38]([O:39][CH2:40][C:41]2[CH:46]=[CH:45][CH:44]=[CH:43][CH:42]=2)[C@H:37]([O:47][CH2:48][C:49]2[CH:50]=[CH:51][CH:52]=[CH:53][CH:54]=2)[C@@H:36]([CH2:55][O:56][CH2:57][C:58]2[CH:59]=[CH:60][CH:61]=[CH:62][CH:63]=2)[O:35][C@H:34]1[C:64]1[CH:69]=[C:68]([CH2:1][Br:5])[CH:67]=[CH:66][C:65]=1[CH3:72])[C:26]1[CH:31]=[CH:30][CH:29]=[CH:28][CH:27]=1, predict the reactants needed to synthesize it. The reactants are: [C:1]([Br:5])(Br)(Br)Br.C1(P(C2C=CC=CC=2)C2C=CC=CC=2)C=CC=CC=1.[CH2:25]([O:32][C@@H:33]1[C@@H:38]([O:39][CH2:40][C:41]2[CH:46]=[CH:45][CH:44]=[CH:43][CH:42]=2)[C@H:37]([O:47][CH2:48][C:49]2[CH:54]=[CH:53][CH:52]=[CH:51][CH:50]=2)[C@@H:36]([CH2:55][O:56][CH2:57][C:58]2[CH:63]=[CH:62][CH:61]=[CH:60][CH:59]=2)[O:35][C@H:34]1[C:64]1[CH:69]=[C:68](CO)[CH:67]=[CH:66][C:65]=1[CH3:72])[C:26]1[CH:31]=[CH:30][CH:29]=[CH:28][CH:27]=1. (2) Given the product [ClH:45].[ClH:34].[F:31][C:28]([F:29])([F:30])[C:26]1[CH:25]=[C:5]([CH:4]=[C:3]([C:2]([F:1])([F:32])[F:33])[CH:27]=1)[C:6]([N:8]1[CH2:13][CH2:12][N:11]([CH2:44][C:43]#[C:42][CH2:41][N:38]2[CH2:39][CH2:40][S:35][CH2:36][CH2:37]2)[CH2:10][C@H:9]1[CH2:14][C:15]1[CH:24]=[CH:23][C:22]2[C:17](=[CH:18][CH:19]=[CH:20][CH:21]=2)[CH:16]=1)=[O:7], predict the reactants needed to synthesize it. The reactants are: [F:1][C:2]([F:33])([F:32])[C:3]1[CH:4]=[C:5]([CH:25]=[C:26]([C:28]([F:31])([F:30])[F:29])[CH:27]=1)[C:6]([N:8]1[CH2:13][CH2:12][NH:11][CH2:10][C@H:9]1[CH2:14][C:15]1[CH:24]=[CH:23][C:22]2[C:17](=[CH:18][CH:19]=[CH:20][CH:21]=2)[CH:16]=1)=[O:7].[ClH:34].[S:35]1[CH2:40][CH2:39][N:38]([CH2:41][C:42]#[C:43][CH2:44][Cl:45])[CH2:37][CH2:36]1.C(=O)([O-])[O-].[K+].[K+].[I-].[K+]. (3) The reactants are: [CH3:1][O:2][C:3]([C@H:5]1[CH2:10][CH2:9][C@H:8]([CH2:11][NH:12][C:13](=[O:21])[C:14]2[CH:19]=[CH:18][CH:17]=[CH:16][C:15]=2[NH2:20])[CH2:7][CH2:6]1)=[O:4].C1C[O:25][CH2:24]C1. Given the product [CH3:1][O:2][C:3]([C@H:5]1[CH2:6][CH2:7][C@H:8]([CH2:11][N:12]2[C:13](=[O:21])[C:14]3[C:15](=[CH:16][CH:17]=[CH:18][CH:19]=3)[NH:20][C:24]2=[O:25])[CH2:9][CH2:10]1)=[O:4], predict the reactants needed to synthesize it. (4) Given the product [CH:33]([C:32]1[CH:35]=[CH:36][CH:37]=[CH:38][C:31]=1[N:7]1[CH2:12][CH2:11][CH2:10][CH:9]([CH2:13][NH:14][C:15]([C:17]2[S:21][C:20]([C:22]3[CH:23]=[CH:24][C:25]([Cl:28])=[CH:26][CH:27]=3)=[N:19][C:18]=2[CH3:29])=[O:16])[CH2:8]1)=[O:34], predict the reactants needed to synthesize it. The reactants are: C(=O)([O-])[O-].[K+].[K+].[NH:7]1[CH2:12][CH2:11][CH2:10][CH:9]([CH2:13][NH:14][C:15]([C:17]2[S:21][C:20]([C:22]3[CH:27]=[CH:26][C:25]([Cl:28])=[CH:24][CH:23]=3)=[N:19][C:18]=2[CH3:29])=[O:16])[CH2:8]1.F[C:31]1[CH:38]=[CH:37][CH:36]=[CH:35][C:32]=1[CH:33]=[O:34].C(=O)(O)[O-].[Na+]. (5) Given the product [Cl:6][CH:7]([C:8]1[N:18]([C:19]2[CH:24]=[CH:23][CH:22]=[CH:21][C:20]=2[CH3:25])[C:16](=[O:17])[C:12]2[S:13][CH:14]=[CH:15][C:11]=2[N:10]=1)[CH2:26][CH3:27], predict the reactants needed to synthesize it. The reactants are: P(Cl)(Cl)(Cl)=O.[Cl:6][CH:7]([CH2:26][CH3:27])[C:8]([NH:10][C:11]1[CH:15]=[CH:14][S:13][C:12]=1[C:16]([NH:18][C:19]1[CH:24]=[CH:23][CH:22]=[CH:21][C:20]=1[CH3:25])=[O:17])=O. (6) Given the product [CH:14]([N:5]1[C:4]2[N:3]=[C:2]([NH:17][C:18]3[CH:19]=[C:20]([CH:24]=[C:25]([C:27]([F:28])([F:29])[F:30])[CH:26]=3)[C:21]([OH:23])=[O:22])[N:11]=[CH:10][C:9]=2[N:8]([CH3:12])[C:7](=[O:13])[CH2:6]1)([CH3:16])[CH3:15], predict the reactants needed to synthesize it. The reactants are: Cl[C:2]1[N:11]=[CH:10][C:9]2[N:8]([CH3:12])[C:7](=[O:13])[CH2:6][N:5]([CH:14]([CH3:16])[CH3:15])[C:4]=2[N:3]=1.[NH2:17][C:18]1[CH:19]=[C:20]([CH:24]=[C:25]([C:27]([F:30])([F:29])[F:28])[CH:26]=1)[C:21]([OH:23])=[O:22].Cl. (7) Given the product [CH3:1][O:2][C:3](=[O:19])[C:4]1[CH:9]=[CH:8][C:7]([CH2:10][O:44][C:40]2[CH:39]=[N:38][CH:43]=[CH:42][CH:41]=2)=[CH:6][C:5]=1[O:12][C:13]1[CH:18]=[CH:17][CH:16]=[CH:15][CH:14]=1, predict the reactants needed to synthesize it. The reactants are: [CH3:1][O:2][C:3](=[O:19])[C:4]1[CH:9]=[CH:8][C:7]([CH2:10]Br)=[CH:6][C:5]=1[O:12][C:13]1[CH:18]=[CH:17][CH:16]=[CH:15][CH:14]=1.C1OCCOCCOCCOCCOCCOC1.[N:38]1[CH:43]=[CH:42][CH:41]=[C:40]([O:44]C2C=NC=CC=2)[CH:39]=1.[K]. (8) The reactants are: Cl.[I:2][C:3]1[CH:4]=[C:5]([CH:9]=[CH:10][C:11]=1[OH:12])[C:6]([OH:8])=[O:7].[CH3:13][CH2:14]O. Given the product [CH2:13]([O:7][C:6](=[O:8])[C:5]1[CH:9]=[CH:10][C:11]([OH:12])=[C:3]([I:2])[CH:4]=1)[CH3:14], predict the reactants needed to synthesize it. (9) Given the product [CH2:19]([C:12]1([CH2:15][CH2:16][CH2:17][CH3:18])[C:13]2[CH:14]=[C:2]([CH:31]=[O:32])[CH:3]=[CH:4][C:5]=2[C:6]2[C:11]1=[CH:10][C:9]([N:23]1[CH2:28][CH2:27][CH2:26][CH2:25][CH2:24]1)=[CH:8][CH:7]=2)[CH2:20][CH2:21][CH3:22], predict the reactants needed to synthesize it. The reactants are: Br[C:2]1[CH:14]=[C:13]2[C:5]([C:6]3[CH:7]=[CH:8][C:9]([N:23]4[CH2:28][CH2:27][CH2:26][CH2:25][CH2:24]4)=[CH:10][C:11]=3[C:12]2([CH2:19][CH2:20][CH2:21][CH3:22])[CH2:15][CH2:16][CH2:17][CH3:18])=[CH:4][CH:3]=1.CN(C)[CH:31]=[O:32]. (10) Given the product [CH3:13][N:14]1[CH:18]=[C:17]([C:19]2[CH:20]=[CH:21][C:22]([C:2]3[C:11]4[C:6](=[CH:7][CH:8]=[C:9]([NH2:12])[CH:10]=4)[CH:5]=[N:4][CH:3]=3)=[CH:23][CH:24]=2)[CH:16]=[N:15]1, predict the reactants needed to synthesize it. The reactants are: Cl[C:2]1[C:11]2[C:6](=[CH:7][CH:8]=[C:9]([NH2:12])[CH:10]=2)[CH:5]=[N:4][CH:3]=1.[CH3:13][N:14]1[CH:18]=[C:17]([C:19]2[CH:24]=[CH:23][C:22](B3OC(C)(C)C(C)(C)O3)=[CH:21][CH:20]=2)[CH:16]=[N:15]1.C(=O)([O-])[O-].[Na+].[Na+].C(#N)C.